This data is from CYP1A2 inhibition data for predicting drug metabolism from PubChem BioAssay. The task is: Regression/Classification. Given a drug SMILES string, predict its absorption, distribution, metabolism, or excretion properties. Task type varies by dataset: regression for continuous measurements (e.g., permeability, clearance, half-life) or binary classification for categorical outcomes (e.g., BBB penetration, CYP inhibition). Dataset: cyp1a2_veith. (1) The drug is Cc1ccc(/C=N/NC(=O)CSc2nc3ccccc3n2C)s1. The result is 1 (inhibitor). (2) The compound is CC(=O)c1cc(CC=C(C)C)c(O)cc1O. The result is 1 (inhibitor). (3) The drug is CC[C@@]1(O)C(=O)OCc2c1cc1n(c2=O)Cc2cc3c(NC(=O)CN)cccc3nc2-1.Cl. The result is 0 (non-inhibitor). (4) The drug is N/C(Cc1cccs1)=N\OC(=O)COc1ccc(Br)cc1Cl. The result is 1 (inhibitor).